From a dataset of Full USPTO retrosynthesis dataset with 1.9M reactions from patents (1976-2016). Predict the reactants needed to synthesize the given product. Given the product [CH2:20]([O:19][C:16]1[CH:17]=[CH:18][C:13]([C:12]([CH:9]2[CH2:8][CH2:7][N:6]([CH2:5][C:4]([OH:28])=[O:3])[CH2:11][CH2:10]2)=[O:27])=[CH:14][CH:15]=1)[C:21]1[CH:22]=[CH:23][CH:24]=[CH:25][CH:26]=1, predict the reactants needed to synthesize it. The reactants are: C([O:3][C:4](=[O:28])[CH2:5][N:6]1[CH2:11][CH2:10][CH:9]([C:12](=[O:27])[C:13]2[CH:18]=[CH:17][C:16]([O:19][CH2:20][C:21]3[CH:26]=[CH:25][CH:24]=[CH:23][CH:22]=3)=[CH:15][CH:14]=2)[CH2:8][CH2:7]1)C.[OH-].[Na+].Cl.